Dataset: Catalyst prediction with 721,799 reactions and 888 catalyst types from USPTO. Task: Predict which catalyst facilitates the given reaction. (1) Reactant: [C:1](OC(=O)C)(=[O:3])[CH3:2].[NH2:8][CH2:9][C@H:10]1[O:14][C:13](=[O:15])[N:12]([C:16]2[CH:17]=[C:18]3[C:22](=[C:23]([F:25])[CH:24]=2)[N:21]([CH2:26][CH2:27][F:28])[C:20](=[O:29])[CH2:19]3)[CH2:11]1.C(N(CC)C(C)C)(C)C. Product: [F:25][C:23]1[CH:24]=[C:16]([N:12]2[CH2:11][C@H:10]([CH2:9][NH:8][C:1](=[O:3])[CH3:2])[O:14][C:13]2=[O:15])[CH:17]=[C:18]2[C:22]=1[N:21]([CH2:26][CH2:27][F:28])[C:20](=[O:29])[CH2:19]2. The catalyst class is: 4. (2) Reactant: [Br:1][C:2]1[CH:7]=[CH:6][C:5]([S:8](Cl)(=[O:10])=[O:9])=[CH:4][CH:3]=1.[N:12]1([CH2:17][CH2:18][NH2:19])[CH2:16][CH2:15][CH2:14][CH2:13]1. Product: [Br:1][C:2]1[CH:7]=[CH:6][C:5]([S:8]([NH:19][CH2:18][CH2:17][N:12]2[CH2:16][CH2:15][CH2:14][CH2:13]2)(=[O:10])=[O:9])=[CH:4][CH:3]=1. The catalyst class is: 2. (3) Reactant: [N+:1]([C:4]1[CH:9]=[CH:8][C:7]([N:10]2[CH2:15][CH2:14][NH:13][CH2:12][CH2:11]2)=[CH:6][CH:5]=1)([O-:3])=[O:2].Cl[C:17]([O:19][C:20]1[CH:25]=[CH:24][C:23]([N+:26]([O-:28])=[O:27])=[CH:22][CH:21]=1)=[O:18]. Product: [N+:1]([C:4]1[CH:5]=[CH:6][C:7]([N:10]2[CH2:15][CH2:14][N:13]([C:17]([O:19][C:20]3[CH:21]=[CH:22][C:23]([N+:26]([O-:28])=[O:27])=[CH:24][CH:25]=3)=[O:18])[CH2:12][CH2:11]2)=[CH:8][CH:9]=1)([O-:3])=[O:2]. The catalyst class is: 2. (4) Reactant: CC([N:5]([C:9]1[CH:14]=[CH:13][C:12]([C:15]2S[CH:17]=[CH:18][CH:19]=2)=[CH:11][C:10]=1[NH:20][C:21]([C:23]1[CH:28]=[CH:27][C:26]([CH2:29][NH:30][C:31]([O:33][CH2:34][C:35]2[CH:36]=[N:37][CH:38]=[CH:39][CH:40]=2)=[O:32])=[CH:25][CH:24]=1)=[O:22])C(=O)[O-])(C)C.[C:41](O)([C:43](F)(F)F)=O. Product: [N:37]1[CH:38]=[CH:39][CH:40]=[C:35]([CH2:34][O:33][C:31](=[O:32])[NH:30][CH2:29][C:26]2[CH:27]=[CH:28][C:23]([C:21]([NH:20][C:10]3[CH:11]=[C:12]([C:15]4[CH:43]=[CH:41][CH:17]=[CH:18][CH:19]=4)[CH:13]=[CH:14][C:9]=3[NH2:5])=[O:22])=[CH:24][CH:25]=2)[CH:36]=1. The catalyst class is: 2. (5) Reactant: [F:1][C:2]1[CH:7]=[CH:6][C:5]([C:8]2[CH:13]=[CH:12][N:11]=[CH:10][C:9]=2[N:14]([CH3:35])[C:15](=[O:34])[C:16]2[CH:21]=[C:20]([C:22]([F:25])([F:24])[F:23])[CH:19]=[C:18]([S:26][CH2:27][CH2:28][NH:29][S:30]([CH3:33])(=[O:32])=[O:31])[CH:17]=2)=[C:4]([O:36][CH3:37])[CH:3]=1.[OH:38]OS([O-])=O.[K+].[O-]S([O-])(=S)=O.[Na+].[Na+].CCOC(C)=O.[OH2:57]. Product: [F:1][C:2]1[CH:7]=[CH:6][C:5]([C:8]2[CH:13]=[CH:12][N:11]=[CH:10][C:9]=2[N:14]([CH3:35])[C:15](=[O:34])[C:16]2[CH:21]=[C:20]([C:22]([F:24])([F:25])[F:23])[CH:19]=[C:18]([S:26]([CH2:27][CH2:28][NH:29][S:30]([CH3:33])(=[O:32])=[O:31])(=[O:38])=[O:57])[CH:17]=2)=[C:4]([O:36][CH3:37])[CH:3]=1. The catalyst class is: 5. (6) Reactant: C([N:8]1[CH2:11][C:10]([CH2:17][OH:18])([C:12]([O:14][CH2:15][CH3:16])=[O:13])[CH2:9]1)C1C=CC=CC=1.[C:27](O[C:27]([O:29][C:30]([CH3:33])([CH3:32])[CH3:31])=[O:28])([O:29][C:30]([CH3:33])([CH3:32])[CH3:31])=[O:28]. Product: [OH:18][CH2:17][C:10]1([C:12]([O:14][CH2:15][CH3:16])=[O:13])[CH2:11][N:8]([C:27]([O:29][C:30]([CH3:31])([CH3:32])[CH3:33])=[O:28])[CH2:9]1. The catalyst class is: 312.